This data is from Reaction yield outcomes from USPTO patents with 853,638 reactions. The task is: Predict the reaction yield, written as a fraction of the theoretical maximum amount of product (1.0 means a 100% yield; for example, 0.34 means a 34% yield). (1) The reactants are Cl[C:2]1[N:7]=[C:6]([CH:8]([CH:11]2[N:15]([CH2:16][CH3:17])[C:14]3[CH:18]=[CH:19][CH:20]=[CH:21][C:13]=3[NH:12]2)[C:9]#[N:10])[CH:5]=[CH:4][N:3]=1.[CH:22]1[N:26]=[CH:25][NH:24][C:23]=1[CH2:27][CH2:28][NH2:29]. No catalyst specified. The product is [CH2:16]([N:15]1[C:14]2[CH:18]=[CH:19][CH:20]=[CH:21][C:13]=2[NH:12]/[C:11]/1=[C:8](\[C:6]1[CH:5]=[CH:4][N:3]=[C:2]([NH:29][CH2:28][CH2:27][C:23]2[N:24]=[CH:25][NH:26][CH:22]=2)[N:7]=1)/[C:9]#[N:10])[CH3:17]. The yield is 0.650. (2) The reactants are F.F.F.C(N(CC)CC)C.C(N(CC)CC)C.[Si]([O:35][CH2:36][C@H:37]1[O:41][C@@H:40]([N:42]2[CH:49]=[C:48]([CH3:50])[C:46](=[O:47])[NH:45][C:43]2=[O:44])[C@H:39]([O:51][CH2:52][CH2:53][O:54][N:55]([CH3:57])[CH3:56])[C@@H:38]1[OH:58])(C(C)(C)C)(C1C=CC=CC=1)C1C=CC=CC=1.CO. The catalyst is C1COCC1.C(Cl)Cl. The product is [CH3:56][N:55]([CH3:57])[O:54][CH2:53][CH2:52][O:51][C@@H:39]1[C@H:38]([OH:58])[C@@H:37]([CH2:36][OH:35])[O:41][C@H:40]1[N:42]1[CH:49]=[C:48]([CH3:50])[C:46](=[O:47])[NH:45][C:43]1=[O:44]. The yield is 0.925. (3) The reactants are [C:1]1([P:7](=[O:10])([OH:9])[OH:8])[CH:6]=[CH:5][CH:4]=[CH:3][CH:2]=1.[OH-].[Na+:12]. No catalyst specified. The product is [C:1]1([P:7](=[O:8])([O-:10])[O-:9])[CH:6]=[CH:5][CH:4]=[CH:3][CH:2]=1.[Na+:12].[Na+:12]. The yield is 0.990. (4) The reactants are [CH3:1][O:2][C:3]1[CH:4]=[C:5]([CH:8]=[CH:9][CH:10]=1)[CH:6]=[O:7].[Br:11]Br.O. The catalyst is C(O)(=O)C. The product is [Br:11][C:8]1[CH:9]=[CH:10][C:3]([O:2][CH3:1])=[CH:4][C:5]=1[CH:6]=[O:7]. The yield is 0.870. (5) The yield is 0.540. The catalyst is CN(C=O)C.CC([O-])=O.CC([O-])=O.[Pd+2].C1(P(C2C=CC=CC=2)CCCP(C2C=CC=CC=2)C2C=CC=CC=2)C=CC=CC=1. The reactants are [CH3:1][O:2][C:3]([C:5]1[N:6]=[C:7]2[C:22](I)=[CH:21][C:20]([N:24]3[CH2:29][CH2:28][O:27][CH2:26][CH2:25]3)=[CH:19][N:8]2[C:9](=[O:18])[C:10]=1[CH2:11][C:12]1[CH:17]=[CH:16][CH:15]=[CH:14][CH:13]=1)=[O:4].[CH:30]([O:32][CH2:33][CH2:34][CH2:35][CH3:36])=[CH2:31].N#N.O. The product is [CH3:1][O:2][C:3]([C:5]1[N:6]=[C:7]2[C:22]([C:30]([O:32][CH2:33][CH2:34][CH2:35][CH3:36])=[CH2:31])=[CH:21][C:20]([N:24]3[CH2:29][CH2:28][O:27][CH2:26][CH2:25]3)=[CH:19][N:8]2[C:9](=[O:18])[C:10]=1[CH2:11][C:12]1[CH:17]=[CH:16][CH:15]=[CH:14][CH:13]=1)=[O:4]. (6) The reactants are [CH2:1]([C:5]1=[CH:6][N:7]([C:24]([CH3:27])([CH3:26])[CH3:25])[S:8]/[C:9]/1=[N:10]\[C:11]([C:13]1([CH3:23])[CH2:17][CH2:16][CH:15]([C:18]([OH:20])=O)[C:14]1([CH3:22])[CH3:21])=[O:12])[CH2:2][CH2:3][CH3:4].Cl.[CH3:29][NH:30][CH3:31].C(N(CC)CC)C. The catalyst is C(#N)C. The product is [CH2:1]([C:5]1=[CH:6][N:7]([C:24]([CH3:27])([CH3:26])[CH3:25])[S:8]/[C:9]/1=[N:10]\[C:11]([C:13]1([CH3:23])[CH2:17][CH2:16][CH:15]([C:18]([N:30]([CH3:31])[CH3:29])=[O:20])[C:14]1([CH3:21])[CH3:22])=[O:12])[CH2:2][CH2:3][CH3:4]. The yield is 0.530. (7) The reactants are [C:1]([O:5][C:6]([NH:8][C@@H:9]([CH2:13][C:14]1[O:15][CH:16]=[CH:17][CH:18]=1)[C:10]([OH:12])=[O:11])=[O:7])([CH3:4])([CH3:3])[CH3:2].[H][H]. The catalyst is [Pt]=O.C(OCC)(=O)C. The product is [C:1]([O:5][C:6]([NH:8][C@@H:9]([CH2:13][CH:14]1[CH2:18][CH2:17][CH2:16][O:15]1)[C:10]([OH:12])=[O:11])=[O:7])([CH3:4])([CH3:2])[CH3:3]. The yield is 0.910. (8) The reactants are [O:1]1[C:5]2[CH:6]=[CH:7][C:8]([C:10]3([C:13]([OH:15])=O)[CH2:12][CH2:11]3)=[CH:9][C:4]=2[O:3][CH2:2]1.CN(C(ON1N=NC2C=CC=CC1=2)=[N+](C)C)C.F[P-](F)(F)(F)(F)F.CCN(CC)CC.[NH2:47][C:48]1[CH:49]=[C:50]2[C:54](=[CH:55][CH:56]=1)[NH:53][C:52]([CH:57]([CH3:63])[C:58]([O:60][CH2:61][CH3:62])=[O:59])=[CH:51]2. The catalyst is C(#N)C. The product is [O:1]1[C:5]2[CH:6]=[CH:7][C:8]([C:10]3([C:13]([NH:47][C:48]4[CH:49]=[C:50]5[C:54](=[CH:55][CH:56]=4)[NH:53][C:52]([CH:57]([CH3:63])[C:58]([O:60][CH2:61][CH3:62])=[O:59])=[CH:51]5)=[O:15])[CH2:11][CH2:12]3)=[CH:9][C:4]=2[O:3][CH2:2]1. The yield is 0.500. (9) The reactants are [Br:1][C:2]1[C:10]2[C:5](=[N:6][CH:7]=[N:8][C:9]=2[Cl:11])[NH:4][N:3]=1.[H-].[Na+].[C:14]1([S:20](Cl)(=[O:22])=[O:21])[CH:19]=[CH:18][CH:17]=[CH:16][CH:15]=1. The catalyst is CN(C=O)C. The product is [C:14]1([S:20]([N:4]2[C:5]3=[N:6][CH:7]=[N:8][C:9]([Cl:11])=[C:10]3[C:2]([Br:1])=[N:3]2)(=[O:22])=[O:21])[CH:19]=[CH:18][CH:17]=[CH:16][CH:15]=1. The yield is 0.880.